This data is from Catalyst prediction with 721,799 reactions and 888 catalyst types from USPTO. The task is: Predict which catalyst facilitates the given reaction. (1) Reactant: Br[C:2]1[CH:7]=[CH:6][C:5]([C:8]([F:11])([F:10])[F:9])=[C:4]([F:12])[CH:3]=1.[CH3:13][C:14]1([CH3:30])[C:18]([CH3:20])([CH3:19])[O:17][B:16]([B:16]2[O:17][C:18]([CH3:20])([CH3:19])[C:14]([CH3:30])([CH3:13])[O:15]2)[O:15]1.C([O-])(=O)C.[K+].C(OCC)(=O)C. Product: [F:12][C:4]1[CH:3]=[C:2]([B:16]2[O:17][C:18]([CH3:20])([CH3:19])[C:14]([CH3:30])([CH3:13])[O:15]2)[CH:7]=[CH:6][C:5]=1[C:8]([F:11])([F:10])[F:9]. The catalyst class is: 184. (2) Reactant: Cl.[N:2]1([CH:8]2[CH2:20][CH2:19][C:18]3[C:10](=[CH:11][C:12]4[C:13]([CH:17]=3)=[N:14][O:15][N:16]=4)[CH2:9]2)[CH2:7][CH2:6][NH:5][CH2:4][CH2:3]1.Br[CH2:22][CH2:23][C:24]1[CH:33]=[CH:32][C:27]2[C:28](=[O:31])[O:29][CH2:30][C:26]=2[CH:25]=1.C(N(CC)CC)C. Product: [N:14]1[O:15][N:16]=[C:12]2[CH:11]=[C:10]3[C:18]([CH2:19][CH2:20][CH:8]([N:2]4[CH2:3][CH2:4][N:5]([CH2:22][CH2:23][C:24]5[CH:33]=[CH:32][C:27]6[C:28](=[O:31])[O:29][CH2:30][C:26]=6[CH:25]=5)[CH2:6][CH2:7]4)[CH2:9]3)=[CH:17][C:13]=12. The catalyst class is: 639. (3) Reactant: [H-].[Na+].[F:3][C:4]([F:15])([F:14])[C:5]1[CH:10]=[CH:9][N:8]=[CH:7][C:6]=1[C:11]([NH2:13])=[O:12].[CH2:16]([N:23]=[C:24]=[S:25])[C:17]1[CH:22]=[CH:21][CH:20]=[CH:19][CH:18]=1.Br[CH2:27][CH2:28]Br. Product: [CH2:16]([N:23]1[CH2:28][CH2:27][S:25][C:24]1=[N:13][C:11]([C:6]1[CH:7]=[N:8][CH:9]=[CH:10][C:5]=1[C:4]([F:3])([F:14])[F:15])=[O:12])[C:17]1[CH:22]=[CH:21][CH:20]=[CH:19][CH:18]=1. The catalyst class is: 255. (4) Reactant: [H-].[Na+].[NH2:3][C:4]1[S:5][C:6]2[CH:12]=[C:11]([SH:13])[CH:10]=[CH:9][C:7]=2[N:8]=1.Br[C:15]([CH3:22])([CH3:21])[C:16]([O:18][CH2:19][CH3:20])=[O:17]. Product: [NH2:3][C:4]1[S:5][C:6]2[CH:12]=[C:11]([S:13][C:15]([CH3:22])([CH3:21])[C:16]([O:18][CH2:19][CH3:20])=[O:17])[CH:10]=[CH:9][C:7]=2[N:8]=1. The catalyst class is: 18.